Predict the reaction yield, written as a fraction of the theoretical maximum amount of product (1.0 means a 100% yield; for example, 0.34 means a 34% yield). From a dataset of Reaction yield outcomes from USPTO patents with 853,638 reactions. The reactants are [C:9](O[C:9]([O:11][C:12]([CH3:15])([CH3:14])[CH3:13])=[O:10])([O:11][C:12]([CH3:15])([CH3:14])[CH3:13])=[O:10].[Si:16]([O:33][CH2:34][C@H:35]1[NH:39][C:38](=[O:40])[CH2:37][CH2:36]1)([C:29]([CH3:32])([CH3:31])[CH3:30])([C:23]1[CH:28]=[CH:27][CH:26]=[CH:25][CH:24]=1)[C:17]1[CH:22]=[CH:21][CH:20]=[CH:19][CH:18]=1.CCN(CC)CC. The catalyst is CN(C1C=CN=CC=1)C.C(Cl)Cl. The product is [Si:16]([O:33][CH2:34][C@@H:35]1[CH2:36][CH2:37][C:38](=[O:40])[N:39]1[C:9]([O:11][C:12]([CH3:13])([CH3:14])[CH3:15])=[O:10])([C:29]([CH3:32])([CH3:30])[CH3:31])([C:23]1[CH:28]=[CH:27][CH:26]=[CH:25][CH:24]=1)[C:17]1[CH:22]=[CH:21][CH:20]=[CH:19][CH:18]=1. The yield is 0.820.